From a dataset of Full USPTO retrosynthesis dataset with 1.9M reactions from patents (1976-2016). Predict the reactants needed to synthesize the given product. Given the product [C:1]([O:5][C:6]([N:8]1[CH2:13][CH2:12][CH:11]([C@@:14]2([CH3:24])[O:23][C:17]3=[CH:18][N:19]=[C:20]([C:32]4[CH2:33][CH2:34][N:29]([S:26]([CH3:25])(=[O:28])=[O:27])[CH2:30][CH:31]=4)[CH:21]=[C:16]3[CH2:15]2)[CH2:10][CH2:9]1)=[O:7])([CH3:4])([CH3:3])[CH3:2], predict the reactants needed to synthesize it. The reactants are: [C:1]([O:5][C:6]([N:8]1[CH2:13][CH2:12][CH:11]([C@@:14]2([CH3:24])[O:23][C:17]3=[CH:18][N:19]=[C:20](Cl)[CH:21]=[C:16]3[CH2:15]2)[CH2:10][CH2:9]1)=[O:7])([CH3:4])([CH3:3])[CH3:2].[CH3:25][S:26]([N:29]1[CH2:34][CH:33]=[C:32](B2OC(C)(C)C(C)(C)O2)[CH2:31][CH2:30]1)(=[O:28])=[O:27].